From a dataset of Full USPTO retrosynthesis dataset with 1.9M reactions from patents (1976-2016). Predict the reactants needed to synthesize the given product. (1) Given the product [CH2:1]([C:3]([C:25]1[CH:38]=[CH:37][C:28]([O:29][CH2:30][C@H:31]2[O:35][C:34](=[O:36])[CH2:33][CH2:32]2)=[C:27]([CH3:39])[CH:26]=1)([C:6]1[CH:11]=[CH:10][C:9]([CH2:12][CH2:13][C:14]([OH:23])([C:15]([F:17])([F:18])[F:16])[C:19]([F:22])([F:21])[F:20])=[C:8]([CH3:24])[CH:7]=1)[CH2:4][CH3:5])[CH3:2], predict the reactants needed to synthesize it. The reactants are: [CH2:1]([C:3]([C:25]1[CH:38]=[CH:37][C:28]([O:29][CH2:30][C@H:31]2[O:35][C:34](=[O:36])[CH2:33][CH2:32]2)=[C:27]([CH3:39])[CH:26]=1)([C:6]1[CH:11]=[CH:10][C:9](/[CH:12]=[CH:13]/[C:14]([OH:23])([C:19]([F:22])([F:21])[F:20])[C:15]([F:18])([F:17])[F:16])=[C:8]([CH3:24])[CH:7]=1)[CH2:4][CH3:5])[CH3:2]. (2) Given the product [NH:21]1[C:9]([C:6]2[CH:5]=[CH:4][C:3]([CH:1]=[CH2:2])=[CH:8][N:7]=2)=[N:10][CH:13]=[N:22]1, predict the reactants needed to synthesize it. The reactants are: [CH:1]([C:3]1[CH:4]=[CH:5][C:6]([C:9]#[N:10])=[N:7][CH:8]=1)=[CH2:2].CO.[CH:13](OC=O)=O.C(O)=O.[NH2:21][NH2:22]. (3) Given the product [CH3:33][CH2:4][C:3]([C:6]([O:8][C@@H:9]1[C@@H:14]2[C@@H:15]([CH2:20][CH2:21][C@H:22]3[O:27][C:26](=[O:28])[CH2:25][C@H:24]([OH:29])[CH2:23]3)[C@@H:16]([CH3:19])[CH:17]=[CH:18][C:13]2=[CH:12][C@H:11]([CH3:31])[CH2:10]1)=[O:7])([CH3:5])[CH3:2], predict the reactants needed to synthesize it. The reactants are: C[CH2:2][C:3]([C:6]([O:8][C@@H:9]1[C@@H:14]2[C@@H:15]([CH2:20][CH2:21][C@@H:22](O)[CH2:23][C@@H:24]([OH:29])[CH2:25][C:26]([O-:28])=[O:27])[C@@H:16]([CH3:19])[CH:17]=[CH:18][C:13]2=[CH:12][C@H:11]([CH3:31])[CH2:10]1)=[O:7])([CH3:5])[CH3:4].[NH4+].[CH4:33].